Dataset: Forward reaction prediction with 1.9M reactions from USPTO patents (1976-2016). Task: Predict the product of the given reaction. The product is: [Cl:1][C:2]1[CH:31]=[C:30]([Cl:32])[CH:29]=[CH:28][C:3]=1[O:4][C:5]1[CH:10]=[CH:9][CH:8]=[CH:7][C:6]=1[NH:11][S:12]([C:15]1[CH:16]=[CH:17][C:18]([C:19]([NH:21][CH2:22][C:23](=[O:25])[NH:41][CH2:40][CH2:39][CH2:38][N:33]2[CH:37]=[CH:36][N:35]=[CH:34]2)=[O:20])=[CH:26][CH:27]=1)(=[O:14])=[O:13]. Given the reactants [Cl:1][C:2]1[CH:31]=[C:30]([Cl:32])[CH:29]=[CH:28][C:3]=1[O:4][C:5]1[CH:10]=[CH:9][CH:8]=[CH:7][C:6]=1[NH:11][S:12]([C:15]1[CH:27]=[CH:26][C:18]([C:19]([NH:21][CH2:22][C:23]([OH:25])=O)=[O:20])=[CH:17][CH:16]=1)(=[O:14])=[O:13].[N:33]1([CH2:38][CH2:39][CH2:40][NH2:41])[CH:37]=[CH:36][N:35]=[CH:34]1, predict the reaction product.